From a dataset of Forward reaction prediction with 1.9M reactions from USPTO patents (1976-2016). Predict the product of the given reaction. (1) Given the reactants [Cl:1][C:2]1[N:7]=[CH:6][C:5](B(O)O)=[CH:4][C:3]=1[NH:11][S:12]([C:15]1[CH:20]=[CH:19][C:18]([F:21])=[CH:17][CH:16]=1)(=[O:14])=[O:13].Br[C:23]1[CH:24]=[CH:25][C:26]2[N:27]([C:29]([C:32]#[C:33][Si:34]([CH3:37])([CH3:36])[CH3:35])=[CH:30][N:31]=2)[N:28]=1.C(Cl)Cl.C([O-])([O-])=O.[Na+].[Na+], predict the reaction product. The product is: [Cl:1][C:2]1[C:3]([NH:11][S:12]([C:15]2[CH:20]=[CH:19][C:18]([F:21])=[CH:17][CH:16]=2)(=[O:14])=[O:13])=[CH:4][C:5]([C:23]2[CH:24]=[CH:25][C:26]3[N:27]([C:29]([C:32]#[C:33][Si:34]([CH3:35])([CH3:37])[CH3:36])=[CH:30][N:31]=3)[N:28]=2)=[CH:6][N:7]=1. (2) The product is: [CH2:8]([N:15]1[CH2:19][C@H:18]([O:20][S:26]([CH3:25])(=[O:28])=[O:27])[CH2:17][C@H:16]1[C:21]([OH:24])([CH3:22])[CH3:23])[C:9]1[CH:10]=[CH:11][CH:12]=[CH:13][CH:14]=1. Given the reactants C(N(CC)CC)C.[CH2:8]([N:15]1[CH2:19][C@H:18]([OH:20])[CH2:17][C@H:16]1[C:21]([OH:24])([CH3:23])[CH3:22])[C:9]1[CH:14]=[CH:13][CH:12]=[CH:11][CH:10]=1.[CH3:25][S:26](Cl)(=[O:28])=[O:27], predict the reaction product. (3) Given the reactants [Na].[CH2:2]([NH:6][C:7]([NH2:9])=[O:8])[CH2:3][CH2:4][CH3:5].[C:10]([CH2:12][C:13](OCC)=[O:14])#[N:11].Cl, predict the reaction product. The product is: [NH2:11][C:10]1[N:6]([CH2:2][CH2:3][CH2:4][CH3:5])[C:7](=[O:8])[NH:9][C:13](=[O:14])[CH:12]=1. (4) Given the reactants [CH3:1][O:2][C:3]1[CH:8]=[CH:7][C:6]([C:9]2[CH:17]=[CH:16][CH:15]=[C:14]3[C:10]=2[C:11]([CH:19]=O)=[CH:12][N:13]3[CH3:18])=[CH:5][CH:4]=1.[OH:21][C:22]1[C:27]2[C:28](=[O:31])[CH2:29][O:30][C:26]=2[CH:25]=[C:24]([OH:32])[CH:23]=1, predict the reaction product. The product is: [OH:21][C:22]1[C:27]2[C:28](=[O:31])/[C:29](=[CH:19]/[C:11]3[C:10]4[C:14](=[CH:15][CH:16]=[CH:17][C:9]=4[C:6]4[CH:5]=[CH:4][C:3]([O:2][CH3:1])=[CH:8][CH:7]=4)[N:13]([CH3:18])[CH:12]=3)/[O:30][C:26]=2[CH:25]=[C:24]([OH:32])[CH:23]=1. (5) Given the reactants Cl.[CH3:2][O:3][C:4]1[C:12]2[O:11][C:10]([CH3:14])([CH3:13])[CH2:9][C:8]=2[C:7]([C:15]2[C:16]([CH3:28])([CH3:27])[C:17](=[O:26])[N:18]([CH:20]3[CH2:25][CH2:24][NH:23][CH2:22][CH2:21]3)[N:19]=2)=[CH:6][CH:5]=1.[CH3:29][N:30]1[C:38]2[CH:37]=[CH:36][CH:35]=[C:34]([S:39](Cl)(=[O:41])=[O:40])[C:33]=2[CH:32]=[CH:31]1, predict the reaction product. The product is: [CH3:2][O:3][C:4]1[C:12]2[O:11][C:10]([CH3:14])([CH3:13])[CH2:9][C:8]=2[C:7]([C:15]2[C:16]([CH3:28])([CH3:27])[C:17](=[O:26])[N:18]([CH:20]3[CH2:25][CH2:24][N:23]([S:39]([C:34]4[CH:35]=[CH:36][CH:37]=[C:38]5[C:33]=4[CH:32]=[CH:31][N:30]5[CH3:29])(=[O:40])=[O:41])[CH2:22][CH2:21]3)[N:19]=2)=[CH:6][CH:5]=1.